From a dataset of Full USPTO retrosynthesis dataset with 1.9M reactions from patents (1976-2016). Predict the reactants needed to synthesize the given product. (1) Given the product [F:22][CH:2]([F:1])[O:3][C:4]1[CH:5]=[C:6]([C:10](=[O:21])[C:11]([C:13]2[CH:14]=[C:15]([F:20])[CH:16]=[C:17]([F:19])[CH:18]=2)=[O:12])[CH:7]=[CH:8][CH:9]=1, predict the reactants needed to synthesize it. The reactants are: [F:1][CH:2]([F:22])[O:3][C:4]1[CH:5]=[C:6]([CH:10]([OH:21])[C:11]([C:13]2[CH:18]=[C:17]([F:19])[CH:16]=[C:15]([F:20])[CH:14]=2)=[O:12])[CH:7]=[CH:8][CH:9]=1.[N+]([O-])([O-])=O.[NH4+].C(OCC)(=O)C. (2) Given the product [O:24]1[C:25]2[CH:33]=[CH:32][C:31]([CH2:34][NH:35][CH:18]3[CH2:17][CH2:16][CH:15]([CH2:14][CH2:13][N:10]4[C:11]5[C:6](=[CH:5][CH:4]=[C:3]([O:2][CH3:1])[CH:12]=5)[C:7]([CH3:23])=[CH:8][C:9]4=[O:22])[CH2:20][CH2:19]3)=[CH:30][C:26]=2[O:27][CH2:28][CH2:29]1, predict the reactants needed to synthesize it. The reactants are: [CH3:1][O:2][C:3]1[CH:12]=[C:11]2[C:6]([C:7]([CH3:23])=[CH:8][C:9](=[O:22])[N:10]2[CH2:13][CH2:14][CH:15]2[CH2:20][CH2:19][C:18](=O)[CH2:17][CH2:16]2)=[CH:5][CH:4]=1.[O:24]1[CH2:29][CH2:28][O:27][C:26]2[CH:30]=[C:31]([CH2:34][NH2:35])[CH:32]=[CH:33][C:25]1=2.C([BH3-])#N.[Na+].C(=O)([O-])O.[Na+]. (3) Given the product [F:33][C:2]([F:1])([CH:21]([O:26][CH:27]1[CH2:32][CH2:31][CH2:30][CH2:29][O:28]1)[CH2:22][CH2:23][CH2:24][CH3:25])/[CH:3]=[CH:4]/[C@H:5]1[C:9](=[O:10])[CH2:8][C@H:7]([OH:11])[C@@H:6]1[CH2:12]/[CH:13]=[CH:14]\[CH2:15][CH2:16][CH2:17][C:18]([O:20][CH3:36])=[O:19], predict the reactants needed to synthesize it. The reactants are: [F:1][C:2]([F:33])([CH:21]([O:26][CH:27]1[CH2:32][CH2:31][CH2:30][CH2:29][O:28]1)[CH2:22][CH2:23][CH2:24][CH3:25])/[CH:3]=[CH:4]/[C@H:5]1[C:9](=[O:10])[CH2:8][C@H:7]([OH:11])[C@@H:6]1[CH2:12]/[CH:13]=[CH:14]\[CH2:15][CH2:16][CH2:17][C:18]([OH:20])=[O:19].[N+](=[CH2:36])=[N-]. (4) Given the product [Cl:18][C:5]1[C:6]2[C:11](=[CH:10][C:9]([N+:12]([O-:14])=[O:13])=[CH:8][CH:7]=2)[C:2]([F:1])=[CH:3][N:4]=1, predict the reactants needed to synthesize it. The reactants are: [F:1][C:2]1[C:11]2[C:6](=[CH:7][CH:8]=[C:9]([N+:12]([O-:14])=[O:13])[CH:10]=2)[C:5](=O)[NH:4][CH:3]=1.P(Cl)(Cl)([Cl:18])=O.